This data is from Full USPTO retrosynthesis dataset with 1.9M reactions from patents (1976-2016). The task is: Predict the reactants needed to synthesize the given product. (1) The reactants are: [Li][CH2:2]CCC.[N+:6]([C:9]1[CH:10]=[CH:11][C:12]([O:17][CH2:18][C:19]2[CH:24]=[CH:23][CH:22]=[CH:21][N:20]=2)=[C:13]([CH:16]=1)[CH:14]=O)([O-:8])=[O:7]. Given the product [N+:6]([C:9]1[CH:10]=[CH:11][C:12]([O:17][CH2:18][C:19]2[CH:24]=[CH:23][CH:22]=[CH:21][N:20]=2)=[C:13]([CH:14]=[CH2:2])[CH:16]=1)([O-:8])=[O:7], predict the reactants needed to synthesize it. (2) Given the product [Cl:17][C:18]1[CH:23]=[CH:22][C:21]([S:24]([NH:1][C:2]2[CH:7]=[C:6]([Cl:8])[CH:5]=[CH:4][C:3]=2[C:9]([C:11]2[CH:16]=[CH:15][N:14]=[CH:13][CH:12]=2)=[O:10])(=[O:25])=[O:26])=[CH:20][C:19]=1[C:28]([F:31])([F:29])[F:30], predict the reactants needed to synthesize it. The reactants are: [NH2:1][C:2]1[CH:7]=[C:6]([Cl:8])[CH:5]=[CH:4][C:3]=1[C:9]([C:11]1[CH:16]=[CH:15][N:14]=[CH:13][CH:12]=1)=[O:10].[Cl:17][C:18]1[CH:23]=[CH:22][C:21]([S:24](Cl)(=[O:26])=[O:25])=[CH:20][C:19]=1[C:28]([F:31])([F:30])[F:29]. (3) Given the product [F:1][C:2]1[CH:3]=[C:4]2[C:9](=[CH:10][C:11]=1[N+:13]([O-:15])=[O:14])[NH:8][CH:7]=[N:6][C:5]2=[O:12], predict the reactants needed to synthesize it. The reactants are: [F:1][C:2]1[CH:3]=[C:4]2[C:9](=[CH:10][CH:11]=1)[NH:8][CH:7]=[N:6][C:5]2=[O:12].[N+:13]([O-])([OH:15])=[O:14]. (4) Given the product [Br:1][C:2]1[CH:3]=[C:4]([N:8]2[C:16]3[C:11](=[CH:12][C:13]([CH:17]=[O:18])=[CH:14][CH:15]=3)[C:10]([C:19]([O:21][CH3:22])=[O:20])=[N:9]2)[CH:5]=[CH:6][CH:7]=1, predict the reactants needed to synthesize it. The reactants are: [Br:1][C:2]1[CH:3]=[C:4]([N:8]2[C:16]3[C:11](=[CH:12][C:13]([CH2:17][OH:18])=[CH:14][CH:15]=3)[C:10]([C:19]([O:21][CH3:22])=[O:20])=[N:9]2)[CH:5]=[CH:6][CH:7]=1. (5) Given the product [NH2:1][C:4]1[CH:12]=[CH:11][CH:10]=[C:9]2[C:5]=1[C:6](=[O:22])[N:7]([CH2:14][C:15]([O:17][C:18]([CH3:20])([CH3:19])[CH3:21])=[O:16])[C:8]2=[O:13], predict the reactants needed to synthesize it. The reactants are: [N+:1]([C:4]1[CH:12]=[CH:11][CH:10]=[C:9]2[C:5]=1[C:6](=[O:22])[N:7]([CH2:14][C:15]([O:17][C:18]([CH3:21])([CH3:20])[CH3:19])=[O:16])[C:8]2=[O:13])([O-])=O. (6) Given the product [C:1]([C:4]1[C:12]2[C:7](=[CH:8][C:9]([O:13][C:14]3[N:15]=[CH:16][CH:17]=[CH:18][N:19]=3)=[CH:10][CH:11]=2)[N:6]([CH2:20][C:21]([OH:23])=[O:22])[CH:5]=1)(=[O:3])[CH3:2], predict the reactants needed to synthesize it. The reactants are: [C:1]([C:4]1[C:12]2[C:7](=[CH:8][C:9]([O:13][C:14]3[N:19]=[CH:18][CH:17]=[CH:16][N:15]=3)=[CH:10][CH:11]=2)[N:6]([CH2:20][C:21]([O:23]C(C)(C)C)=[O:22])[CH:5]=1)(=[O:3])[CH3:2].C(O)(C(F)(F)F)=O.